Dataset: Reaction yield outcomes from USPTO patents with 853,638 reactions. Task: Predict the reaction yield, written as a fraction of the theoretical maximum amount of product (1.0 means a 100% yield; for example, 0.34 means a 34% yield). (1) The yield is 0.620. The reactants are [CH:1]1([CH2:4][N:5]2[CH:9]=[C:8](I)[CH:7]=[N:6]2)[CH2:3][CH2:2]1.CCN(CC)CC.[C:18]([O:22][CH2:23][CH3:24])(=[O:21])[CH:19]=[CH2:20]. The catalyst is CN(C=O)C.C([O-])(=O)C.[Pd+2].C([O-])(=O)C.P(OCC)(OCC)OCC. The product is [CH2:23]([O:22][C:18](=[O:21])/[CH:19]=[CH:20]/[C:8]1[CH:7]=[N:6][N:5]([CH2:4][CH:1]2[CH2:3][CH2:2]2)[CH:9]=1)[CH3:24]. (2) The reactants are I[CH2:2][CH2:3][O:4][CH2:5][CH2:6][O:7][CH2:8][CH2:9]I.[SH:11][C:12]1[NH:16][N:15]=[N:14][CH:13]=1. The catalyst is C(O)C. The product is [N:14]1[CH:13]=[C:12]([S:11][CH2:2][CH2:3][O:4][CH2:5][CH2:6][O:7][CH2:8][CH2:9][S:11][C:12]2[NH:16][N:15]=[N:14][CH:13]=2)[NH:16][N:15]=1. The yield is 0.880. (3) The reactants are [F:1][C:2]1[C:31]([F:32])=[CH:30][CH:29]=[CH:28][C:3]=1[O:4][C:5]1[CH:10]=[CH:9][C:8]([C:11]2[C:19]3[C:14](=[N:15][CH:16]=[N:17][C:18]=3[NH2:20])[N:13]([C@@H:21]3[CH2:26][CH2:25][CH2:24][NH:23][CH2:22]3)[N:12]=2)=[C:7]([F:27])[CH:6]=1.[C:33]([C:35](=[CH:39][CH:40]([CH3:42])[CH3:41])[C:36](O)=[O:37])#[N:34].CCN(C(C)C)C(C)C. The catalyst is C(Cl)Cl. The product is [NH2:20][C:18]1[N:17]=[CH:16][N:15]=[C:14]2[N:13]([C@@H:21]3[CH2:26][CH2:25][CH2:24][N:23]([C:36]([C:35](=[CH:39][CH:40]([CH3:42])[CH3:41])[C:33]#[N:34])=[O:37])[CH2:22]3)[N:12]=[C:11]([C:8]3[CH:9]=[CH:10][C:5]([O:4][C:3]4[CH:28]=[CH:29][CH:30]=[C:31]([F:32])[C:2]=4[F:1])=[CH:6][C:7]=3[F:27])[C:19]=12. The yield is 0.400.